Dataset: Forward reaction prediction with 1.9M reactions from USPTO patents (1976-2016). Task: Predict the product of the given reaction. Given the reactants [CH2:1]([O:4][C:5]([C:8]1[CH:12]=[C:11]([NH:13][C:14]2[C:15]3[CH2:30][CH2:29][CH2:28][C:16]=3[N:17]=[C:18]([N:20]3[CH2:24][CH2:23][CH2:22][CH:21]3[C:25]([OH:27])=[O:26])[N:19]=2)[NH:10][N:9]=1)([CH3:7])[CH3:6])[CH:2]=[CH2:3].[CH3:31]N1CCOCC1.CCN=C=NCCCN(C)C.Cl.C1C=CC2N(O)N=NC=2C=1, predict the reaction product. The product is: [CH2:1]([O:4][C:5]([C:8]1[CH:12]=[C:11]([NH:13][C:14]2[C:15]3[CH2:30][CH2:29][CH2:28][C:16]=3[N:17]=[C:18]([N:20]3[CH2:24][CH2:23][CH2:22][CH:21]3[C:25]([O:27][CH3:31])=[O:26])[N:19]=2)[NH:10][N:9]=1)([CH3:7])[CH3:6])[CH:2]=[CH2:3].